The task is: Predict which catalyst facilitates the given reaction.. This data is from Catalyst prediction with 721,799 reactions and 888 catalyst types from USPTO. (1) Reactant: Cl.[NH2:2][C@H:3]1[CH2:8][CH2:7][CH2:6][CH2:5][C@H:4]1[OH:9].C(N(CC)CC)C.Br[C:18]([C:27]1[CH:32]=[CH:31][CH:30]=[CH:29][CH:28]=1)=[C:19]([N+:25]#[C-:26])[C:20]([O:22][CH2:23][CH3:24])=[O:21]. Product: [OH:9][C@@H:4]1[CH2:5][CH2:6][CH2:7][CH2:8][C@@H:3]1[N:2]1[C:18]([C:27]2[CH:28]=[CH:29][CH:30]=[CH:31][CH:32]=2)=[C:19]([C:20]([O:22][CH2:23][CH3:24])=[O:21])[N:25]=[CH:26]1. The catalyst class is: 3. (2) Reactant: [N+:1]([C:4]1[CH:5]=[C:6]([CH2:10][C:11]([NH:13][C@H:14]([C:16]([OH:18])=O)[CH3:15])=[O:12])[CH:7]=[CH:8][CH:9]=1)([O-:3])=[O:2].Cl.[CH3:20][O:21][C:22](=[O:29])[C@H:23]([CH2:25][CH:26]([CH3:28])[CH3:27])[NH2:24]. Product: [CH3:20][O:21][C:22](=[O:29])[C@H:23]([CH2:25][CH:26]([CH3:28])[CH3:27])[NH:24][C:16](=[O:18])[C@H:14]([CH3:15])[NH:13][C:11](=[O:12])[CH2:10][C:6]1[CH:7]=[CH:8][CH:9]=[C:4]([N+:1]([O-:3])=[O:2])[CH:5]=1. The catalyst class is: 147. (3) Reactant: Br[C:2]1[C:3]([CH:8]2[CH2:10][CH2:9]2)=[N:4][N:5]([CH3:7])[CH:6]=1.[Li]CCCC.C(O[B:20]1[O:24][C:23]([CH3:26])([CH3:25])[C:22]([CH3:28])([CH3:27])[O:21]1)(C)C. Product: [CH:8]1([C:3]2[C:2]([B:20]3[O:24][C:23]([CH3:26])([CH3:25])[C:22]([CH3:28])([CH3:27])[O:21]3)=[CH:6][N:5]([CH3:7])[N:4]=2)[CH2:10][CH2:9]1. The catalyst class is: 1. (4) Reactant: [CH2:1]([C:4](=[CH:8][CH2:9][CH:10]([CH3:12])[CH3:11])[C:5](=[O:7])[CH3:6])[CH:2]=[CH2:3].[H-].[H-].[H-].[H-].[Li+].[Al+3].O.[OH-].[Na+]. Product: [CH2:1]([CH:4]([CH2:8][CH:9]=[C:10]([CH3:11])[CH3:12])[CH:5]([OH:7])[CH3:6])[CH:2]=[CH2:3]. The catalyst class is: 1. (5) Reactant: [Cl:1][C:2]1[CH:7]=[CH:6][CH:5]=[CH:4][C:3]=1[C:8]1[CH:13]=[CH:12][C:11]([CH2:14][C:15]#[N:16])=[C:10]([CH3:17])[CH:9]=1.CN(C)P(N(C)C)(N(C)C)=O.C[Si](C)(C)[N-][Si](C)(C)C.[Li+].[Cl:39][C:40]1[CH:45]=[C:44]([CH3:46])[CH:43]=[C:42]([Cl:47])[C:41]=1[O:48][CH2:49][CH2:50][O:51][C:52]1[CH:57]=[CH:56][C:55]([CH2:58]I)=[CH:54][CH:53]=1.[NH4+].[Cl-]. Product: [Cl:1][C:2]1[CH:7]=[CH:6][CH:5]=[CH:4][C:3]=1[C:8]1[CH:13]=[CH:12][C:11]([CH:14]([CH2:58][C:55]2[CH:56]=[CH:57][C:52]([O:51][CH2:50][CH2:49][O:48][C:41]3[C:42]([Cl:47])=[CH:43][C:44]([CH3:46])=[CH:45][C:40]=3[Cl:39])=[CH:53][CH:54]=2)[C:15]#[N:16])=[C:10]([CH3:17])[CH:9]=1. The catalyst class is: 1. (6) Reactant: C([O:8][C:9]1[CH:33]=[C:12]2[N:13]=[C:14]([NH:23][N:24]=[CH:25][C:26]3[CH:31]=[CH:30][CH:29]=[C:28]([CH3:32])[CH:27]=3)[CH:15]=[C:16]([N:17]3[CH2:22][CH2:21][O:20][CH2:19][CH2:18]3)[N:11]2[N:10]=1)C1C=CC=CC=1.[H][H]. Product: [OH:8][C:9]1[CH:33]=[C:12]2[N:13]=[C:14]([NH:23][N:24]=[CH:25][C:26]3[CH:31]=[CH:30][CH:29]=[C:28]([CH3:32])[CH:27]=3)[CH:15]=[C:16]([N:17]3[CH2:22][CH2:21][O:20][CH2:19][CH2:18]3)[N:11]2[N:10]=1. The catalyst class is: 687.